This data is from Forward reaction prediction with 1.9M reactions from USPTO patents (1976-2016). The task is: Predict the product of the given reaction. (1) Given the reactants [CH3:1][O:2][C:3]1[CH:4]=[CH:5][C:6]2[NH:12][C:11](=[O:13])[N:10]([CH:14]3[CH2:19][CH2:18][NH:17][CH2:16][CH2:15]3)[CH2:9][CH2:8][C:7]=2[CH:20]=1.Cl[C:22]1[CH:27]=[C:26]([C:28]([N:30]2[C:38]3[C:33](=[CH:34][C:35]([F:39])=[CH:36][CH:37]=3)[CH2:32][CH2:31]2)=[O:29])[CH:25]=[C:24]([O:40][CH3:41])[N:23]=1.C(=O)([O-])[O-].[K+].[K+], predict the reaction product. The product is: [F:39][C:35]1[CH:34]=[C:33]2[C:38](=[CH:37][CH:36]=1)[N:30]([C:28]([C:26]1[CH:25]=[C:24]([O:40][CH3:41])[N:23]=[C:22]([N:17]3[CH2:18][CH2:19][CH:14]([N:10]4[CH2:9][CH2:8][C:7]5[CH:20]=[C:3]([O:2][CH3:1])[CH:4]=[CH:5][C:6]=5[NH:12][C:11]4=[O:13])[CH2:15][CH2:16]3)[CH:27]=1)=[O:29])[CH2:31][CH2:32]2. (2) Given the reactants [Br:1][C:2]1[CH:22]=[CH:21][C:5]([O:6][CH2:7][CH:8]2[CH2:13][CH2:12][N:11](C(OC(C)(C)C)=O)[CH2:10][CH2:9]2)=[C:4]([C:23]#[N:24])[CH:3]=1.[ClH:25].O1CCOCC1, predict the reaction product. The product is: [OH:6][Cl:25].[Br:1][C:2]1[CH:22]=[CH:21][C:5]([O:6][CH2:7][CH:8]2[CH2:9][CH2:10][NH:11][CH2:12][CH2:13]2)=[C:4]([CH:3]=1)[C:23]#[N:24]. (3) Given the reactants C([NH:5][C:6]1[S:7][CH2:8][C:9]2([N:35]=1)[C:22]1[CH:21]=[C:20]([C:23]#[C:24][C:25]([CH3:28])([CH3:27])[CH3:26])[CH:19]=[CH:18][C:17]=1[O:16][C:15]1[C:10]2=[CH:11][C:12]([C:29]2[CH:30]=[N:31][CH:32]=[N:33][CH:34]=2)=[CH:13][CH:14]=1)(C)(C)C.C(O)(C(F)(F)F)=[O:37], predict the reaction product. The product is: [NH2:5][C:6]1[S:7][CH2:8][C@:9]2([N:35]=1)[C:10]1[CH:11]=[C:12]([C:29]3[CH:30]=[N:31][CH:32]=[N:33][CH:34]=3)[CH:13]=[CH:14][C:15]=1[O:16][C:17]1[C:22]2=[CH:21][C:20]([C:23](=[O:37])[CH2:24][C:25]([CH3:28])([CH3:26])[CH3:27])=[CH:19][CH:18]=1. (4) Given the reactants [F:1][C:2]([F:15])([F:14])[C:3]1[CH:4]=[CH:5][CH:6]=[C:7]2[C:12]=1[NH:11][C:10](=[O:13])[CH:9]=[CH:8]2, predict the reaction product. The product is: [C:3]1([CH:8]=[CH:9][C:10]([NH:11][C:12]2[CH:7]=[CH:6][CH:5]=[CH:4][C:3]=2[C:2]([F:1])([F:14])[F:15])=[O:13])[CH:4]=[CH:5][CH:6]=[CH:7][CH:12]=1.